From a dataset of Forward reaction prediction with 1.9M reactions from USPTO patents (1976-2016). Predict the product of the given reaction. (1) Given the reactants [C:1]([O:8][CH2:9][CH3:10])(=[O:7])[C:2](OCC)=O.[CH2:11]([O:18][CH2:19][C:20]([O:22]CC)=O)[C:12]1[CH:17]=[CH:16][CH:15]=[CH:14][CH:13]=1.[H-].[Na+].[O-]CC.[Na+].S(O)(O)(=O)=O.[CH3:36][S:37][C:38](=[NH:40])[NH2:39], predict the reaction product. The product is: [CH3:36][S:37][C:38]1[NH:40][C:20](=[O:22])[C:19]([O:18][CH2:11][C:12]2[CH:17]=[CH:16][CH:15]=[CH:14][CH:13]=2)=[C:2]([C:1]([O:8][CH2:9][CH3:10])=[O:7])[N:39]=1. (2) Given the reactants Br[C:2]1[CH:3]=[CH:4][C:5]([F:8])=[N:6][CH:7]=1.CN(CCN(C)C)C.C([Li])CCC.CCCCCC.[CH3:28][S:29]SC, predict the reaction product. The product is: [F:8][C:5]1[CH:4]=[CH:3][C:2]([S:29][CH3:28])=[CH:7][N:6]=1. (3) Given the reactants [Cl:1][C:2]1[CH:3]=[C:4]([C:12]2[O:16][N:15]=[C:14]([C:17]3[C:27]4[CH2:26][CH2:25][N:24]([CH2:28][CH2:29][C:30]([O:32]C(C)(C)C)=[O:31])[CH2:23][CH2:22][C:21]=4[CH:20]=[CH:19][CH:18]=3)[N:13]=2)[CH:5]=[CH:6][C:7]=1[O:8][CH:9]([CH3:11])[CH3:10], predict the reaction product. The product is: [ClH:1].[Cl:1][C:2]1[CH:3]=[C:4]([C:12]2[O:16][N:15]=[C:14]([C:17]3[C:27]4[CH2:26][CH2:25][N:24]([CH2:28][CH2:29][C:30]([OH:32])=[O:31])[CH2:23][CH2:22][C:21]=4[CH:20]=[CH:19][CH:18]=3)[N:13]=2)[CH:5]=[CH:6][C:7]=1[O:8][CH:9]([CH3:11])[CH3:10].